This data is from Catalyst prediction with 721,799 reactions and 888 catalyst types from USPTO. The task is: Predict which catalyst facilitates the given reaction. (1) Reactant: [Si:1]([O:8][CH2:9][C:10]1[N:15]=[CH:14][C:13]2[N:16]=[CH:17][N:18]([C:19]3[S:23][C:22]([C:24]([O:26][CH3:27])=[O:25])=[C:21]([OH:28])[CH:20]=3)[C:12]=2[CH:11]=1)([C:4]([CH3:7])([CH3:6])[CH3:5])([CH3:3])[CH3:2].[Cl:29][C:30]1[CH:35]=[CH:34][CH:33]=[CH:32][C:31]=1[CH:36](O)[C:37]([F:40])([F:39])[F:38].C1(P(C2C=CC=CC=2)C2C=CC=CC=2)C=CC=CC=1.N(C(OC(C)(C)C)=O)=NC(OC(C)(C)C)=O. Product: [Si:1]([O:8][CH2:9][C:10]1[N:15]=[CH:14][C:13]2[N:16]=[CH:17][N:18]([C:19]3[S:23][C:22]([C:24]([O:26][CH3:27])=[O:25])=[C:21]([O:28][CH:36]([C:31]4[CH:32]=[CH:33][CH:34]=[CH:35][C:30]=4[Cl:29])[C:37]([F:38])([F:40])[F:39])[CH:20]=3)[C:12]=2[CH:11]=1)([C:4]([CH3:5])([CH3:6])[CH3:7])([CH3:2])[CH3:3]. The catalyst class is: 4. (2) Reactant: [CH2:1]([N:8]1[CH2:14][C:13]2[N:15]=[CH:16][C:17](Cl)=[N:18][C:12]=2[O:11][CH2:10][CH2:9]1)[C:2]1[CH:7]=[CH:6][CH:5]=[CH:4][CH:3]=1.[CH3:20][C@@H:21]1[CH2:26][O:25][CH2:24][CH2:23][NH:22]1.CC(C1C=C(C(C)C)C(C2C=CC=CC=2P(C2CCCCC2)C2CCCCC2)=C(C(C)C)C=1)C.CC(C)([O-])C.[Na+]. Product: [CH2:1]([N:8]1[CH2:14][C:13]2[N:15]=[CH:16][C:17]([N:22]3[CH2:23][CH2:24][O:25][CH2:26][C@H:21]3[CH3:20])=[N:18][C:12]=2[O:11][CH2:10][CH2:9]1)[C:2]1[CH:7]=[CH:6][CH:5]=[CH:4][CH:3]=1. The catalyst class is: 491. (3) Reactant: [O:1]1[C@@H:5]2[O:6][CH2:7][CH2:8][C@@H:4]2[C@@H:3]([OH:9])[CH2:2]1.[C:10](O)(=[O:17])[C:11]1[CH:16]=[CH:15][CH:14]=[CH:13][CH:12]=1.N(C(OCC)=O)=NC(OCC)=O.C1(P(C2C=CC=CC=2)C2C=CC=CC=2)C=CC=CC=1. Product: [C:10]([O:9][C@H:3]1[C@@H:4]2[C@@H:5]([O:6][CH2:7][CH2:8]2)[O:1][CH2:2]1)(=[O:17])[C:11]1[CH:16]=[CH:15][CH:14]=[CH:13][CH:12]=1. The catalyst class is: 11. (4) Reactant: CO[C:3]([C:5]1[N:6]=[C:7]([C:23]#[N:24])[C:8]2[C:13]([C:14]=1[OH:15])=[CH:12][CH:11]=[C:10]([O:16][C:17]1[CH:22]=[CH:21][CH:20]=[CH:19][CH:18]=1)[CH:9]=2)=[O:4].[NH2:25][CH:26]([CH3:32])[CH2:27][CH2:28][C:29]([OH:31])=[O:30]. Product: [C:23]([C:7]1[C:8]2[C:13](=[CH:12][CH:11]=[C:10]([O:16][C:17]3[CH:22]=[CH:21][CH:20]=[CH:19][CH:18]=3)[CH:9]=2)[C:14]([OH:15])=[C:5]([C:3]([NH:25][CH:26]([CH3:32])[CH2:27][CH2:28][C:29]([OH:31])=[O:30])=[O:4])[N:6]=1)#[N:24]. The catalyst class is: 779. (5) Reactant: Cl[C:2]1[N:3]=[C:4]([NH:26][CH2:27][C:28]2[CH:33]=[CH:32][C:31]([O:34][CH3:35])=[CH:30][CH:29]=2)[C:5]2[C:6](=[N:8][N:9]([CH2:11][C:12]3[CH:25]=[CH:24][C:15]([CH2:16][N:17]4[CH:22]=[CH:21][CH:20]=[CH:19][C:18]4=[O:23])=[CH:14][CH:13]=3)[CH:10]=2)[N:7]=1.[I-].[K+].[NH:38]=[CH-:39].[Na+].C(O)C. Product: [CH3:35][O:34][C:31]1[CH:32]=[CH:33][C:28]([CH2:27][NH:26][C:4]2[C:5]3[C:6](=[N:8][N:9]([CH2:11][C:12]4[CH:25]=[CH:24][C:15]([CH2:16][N:17]5[CH:22]=[CH:21][CH:20]=[CH:19][C:18]5=[O:23])=[CH:14][CH:13]=4)[CH:10]=3)[N:7]=[C:2]([C:39]#[N:38])[N:3]=2)=[CH:29][CH:30]=1. The catalyst class is: 16. (6) Reactant: [Cl:1][C:2]1[CH:3]=[C:4]([CH:9]2[C:18]3[C:13](=[CH:14][C:15](B4OC(C)(C)C(C)(C)O4)=[C:16]([F:19])[CH:17]=3)[CH2:12][N:11]([CH3:29])[CH2:10]2)[CH:5]=[CH:6][C:7]=1[Cl:8].Br[C:31]1[CH:32]=[CH:33][CH:34]=[N:35][CH:36]=1.C(=O)([O-])[O-].[Cs+].[Cs+]. Product: [Cl:1][C:2]1[CH:3]=[C:4]([CH:9]2[C:18]3[C:13](=[CH:14][C:15]([C:34]4[CH:33]=[CH:32][CH:31]=[CH:36][N:35]=4)=[C:16]([F:19])[CH:17]=3)[CH2:12][N:11]([CH3:29])[CH2:10]2)[CH:5]=[CH:6][C:7]=1[Cl:8]. The catalyst class is: 145.